This data is from Reaction yield outcomes from USPTO patents with 853,638 reactions. The task is: Predict the reaction yield, written as a fraction of the theoretical maximum amount of product (1.0 means a 100% yield; for example, 0.34 means a 34% yield). (1) The reactants are [OH:1][C@H:2]1[C@H:6]([N:7]2[C:11]([Si](C)(C)C)=[CH:10][N:9]=[N:8]2)[CH2:5][N:4]([C:16]([O:18][C:19]([CH3:22])([CH3:21])[CH3:20])=[O:17])[CH2:3]1.CCCC[N+](CCCC)(CCCC)CCCC.[F-]. The catalyst is C1COCC1. The product is [OH:1][C@H:2]1[C@H:6]([N:7]2[CH:11]=[CH:10][N:9]=[N:8]2)[CH2:5][N:4]([C:16]([O:18][C:19]([CH3:22])([CH3:21])[CH3:20])=[O:17])[CH2:3]1. The yield is 0.630. (2) The reactants are Br[CH2:2][C:3]1[C:4]([C:13]([F:16])([F:15])[F:14])=[N:5][N:6]([C:9]([CH3:12])([CH3:11])[CH3:10])[C:7]=1[Cl:8].CN(C)C=O.O.[SH-:23].[Na+]. The catalyst is C(OCC)C. The product is [C:9]([N:6]1[C:7]([Cl:8])=[C:3]([CH2:2][SH:23])[C:4]([C:13]([F:16])([F:15])[F:14])=[N:5]1)([CH3:12])([CH3:11])[CH3:10]. The yield is 0.870. (3) The reactants are [CH:1]1([NH:4][C:5](=[O:24])/[C:6](/[C:17]2[CH:22]=[CH:21][C:20]([F:23])=[CH:19][CH:18]=2)=[CH:7]/[C:8]2[CH:16]=[CH:15][C:11]([C:12](O)=[O:13])=[CH:10][CH:9]=2)[CH2:3][CH2:2]1.CN(C=O)C.C1C=CC2N(O)N=NC=2C=1.[NH2:40][CH2:41][C:42]1[CH:53]=[CH:52][C:45]([CH:46]=[CH:47][C:48]([O:50][CH3:51])=[O:49])=[CH:44][CH:43]=1.C(N(CC)CC)C. The catalyst is O. The product is [CH:1]1([NH:4][C:5](=[O:24])/[C:6](/[C:17]2[CH:18]=[CH:19][C:20]([F:23])=[CH:21][CH:22]=2)=[CH:7]/[C:8]2[CH:16]=[CH:15][C:11]([C:12]([NH:40][CH2:41][C:42]3[CH:43]=[CH:44][C:45]([CH:46]=[CH:47][C:48]([O:50][CH3:51])=[O:49])=[CH:52][CH:53]=3)=[O:13])=[CH:10][CH:9]=2)[CH2:3][CH2:2]1. The yield is 0.870.